This data is from Peptide-MHC class II binding affinity with 134,281 pairs from IEDB. The task is: Regression. Given a peptide amino acid sequence and an MHC pseudo amino acid sequence, predict their binding affinity value. This is MHC class II binding data. (1) The peptide sequence is YDKFLLNVSTVLTGK. The binding affinity (normalized) is 0.795. The MHC is DRB1_0401 with pseudo-sequence DRB1_0401. (2) The peptide sequence is EAMEKELREAFRLYD. The MHC is HLA-DQA10501-DQB10201 with pseudo-sequence HLA-DQA10501-DQB10201. The binding affinity (normalized) is 0.173. (3) The peptide sequence is VWKRELNLLDKRQFE. The MHC is DRB4_0103 with pseudo-sequence DRB4_0103. The binding affinity (normalized) is 0.543. (4) The binding affinity (normalized) is 0.419. The MHC is HLA-DQA10501-DQB10402 with pseudo-sequence HLA-DQA10501-DQB10402. The peptide sequence is FLHSEEGSRAYRNAL. (5) The peptide sequence is VSEFTNVPDFELLLS. The MHC is DRB1_0101 with pseudo-sequence DRB1_0101. The binding affinity (normalized) is 0.688.